From a dataset of Forward reaction prediction with 1.9M reactions from USPTO patents (1976-2016). Predict the product of the given reaction. (1) Given the reactants [Cl:1][C:2]1[CH:3]=[CH:4][C:5]([O:29][CH:30]2[CH2:32][CH2:31]2)=[C:6]([C:8]2[C:12]([NH:13]C(=O)OC(C)(C)C)=[CH:11][N:10](COCC[Si](C)(C)C)[N:9]=2)[CH:7]=1.ClC1C=CC(OC2CC2)=C(C2N(COCC[Si](C)(C)C)N=CC=2NC(=O)OC(C)(C)C)C=1.Cl.CO, predict the reaction product. The product is: [Cl:1][C:2]1[CH:3]=[CH:4][C:5]([O:29][CH:30]2[CH2:32][CH2:31]2)=[C:6]([C:8]2[C:12]([NH2:13])=[CH:11][NH:10][N:9]=2)[CH:7]=1. (2) Given the reactants Cl[CH2:2][CH2:3][CH2:4][SiH2:5][CH:6]=[C:7]([CH3:9])[CH3:8].[C:10]([O-:13])(=[O:12])[CH3:11].[Na+], predict the reaction product. The product is: [C:10]([O:13][CH2:2][CH2:3][CH2:4][SiH2:5][CH:6]=[C:7]([CH3:9])[CH3:8])(=[O:12])[CH3:11]. (3) Given the reactants [CH3:1][C:2]1[CH:7]=[CH:6][C:5]([O:8][CH3:9])=[CH:4][C:3]=1[O:10][C:11]1[CH:16]=[CH:15][C:14]([NH:17][C:18](=[O:22])[C@@H:19]([CH3:21])[NH2:20])=[CH:13][CH:12]=1.C(N(CC)CC)C.Cl[C:31](Cl)([O:33]C(=O)OC(Cl)(Cl)Cl)Cl.C([O-])(O)=O.[Na+], predict the reaction product. The product is: [CH3:21][C@H:19]1[NH:20][C:31](=[O:33])[N:17]([C:14]2[CH:15]=[CH:16][C:11]([O:10][C:3]3[CH:4]=[C:5]([O:8][CH3:9])[CH:6]=[CH:7][C:2]=3[CH3:1])=[CH:12][CH:13]=2)[C:18]1=[O:22]. (4) Given the reactants [S:1]1[CH:5]=[CH:4][C:3]2[C:6](=[O:9])[CH2:7][CH2:8][C:2]1=2.[OH-].[K+].C(O)(=[O:14])C.C(O)(=O)C.IC1C=CC=CC=1, predict the reaction product. The product is: [OH:14][CH:7]1[CH2:8][C:2]2[S:1][CH:5]=[CH:4][C:3]=2[C:6]1=[O:9]. (5) Given the reactants O=[C:2]([C:13]1[CH:18]=[CH:17][C:16]([C:19]([F:22])([F:21])[F:20])=[CH:15][N:14]=1)[CH2:3][N:4]1[CH:8]=[CH:7][CH:6]=[C:5]1[C:9]([O:11]C)=O.[CH2:23]([NH2:26])[CH2:24][NH2:25], predict the reaction product. The product is: [F:20][C:19]([F:22])([F:21])[C:16]1[CH:17]=[CH:18][C:13]([C:2]23[NH:26][CH2:23][CH2:24][N:25]2[C:9](=[O:11])[C:5]2[N:4]([CH:8]=[CH:7][CH:6]=2)[CH2:3]3)=[N:14][CH:15]=1. (6) Given the reactants [CH2:1]([C@@H:8]([CH2:12][CH2:13][C@H:14]([CH2:33][C:34]1[CH:39]=[CH:38][CH:37]=[CH:36][CH:35]=1)[C:15](=[O:32])[NH:16][C@H:17]1[CH2:23][CH2:22][CH2:21][CH2:20][N:19]([C:24]2[CH:29]=[CH:28][CH:27]=[CH:26][C:25]=2[CH3:30])[C:18]1=[O:31])[C:9](O)=[O:10])[C:2]1[CH:7]=[CH:6][CH:5]=[CH:4][CH:3]=1.[NH2:40][C@H:41]1[CH2:47][CH2:46][S:45][C@H:44]2[CH2:48][CH2:49][C@@H:50]([C:52]([F:55])([F:54])[F:53])[CH2:51][N:43]2[C:42]1=[O:56], predict the reaction product. The product is: [CH2:33]([C@@H:14]([CH2:13][CH2:12][C@H:8]([CH2:1][C:2]1[CH:3]=[CH:4][CH:5]=[CH:6][CH:7]=1)[C:9]([NH:40][C@H:41]1[CH2:47][CH2:46][S:45][C@H:44]2[CH2:48][CH2:49][C@@H:50]([C:52]([F:53])([F:55])[F:54])[CH2:51][N:43]2[C:42]1=[O:56])=[O:10])[C:15]([NH:16][C@H:17]1[CH2:23][CH2:22][CH2:21][CH2:20][N:19]([C:24]2[CH:29]=[CH:28][CH:27]=[CH:26][C:25]=2[CH3:30])[C:18]1=[O:31])=[O:32])[C:34]1[CH:39]=[CH:38][CH:37]=[CH:36][CH:35]=1. (7) Given the reactants [C:1]1([CH3:19])[CH:6]=[CH:5][C:4]([CH:7]2[O:11][CH:10]([CH:12]([CH3:16])C(O)=O)[C:9](=[C:17]=[CH2:18])[CH2:8]2)=[CH:3][CH:2]=1.[C:20]([O-:23])([O-])=[O:21].[K+].[K+].[C:26]1(I)[CH:31]=[CH:30]C=[CH:28][CH:27]=1.O.[CH3:34]N(C)C=O, predict the reaction product. The product is: [C:1]1([CH3:19])[CH:2]=[CH:3][C:4]([CH:7]2[O:11][CH:10]3[C:9]([C:17]([C:18]4[CH:30]=[CH:31][CH:26]=[CH:27][CH:28]=4)=[CH2:34])([O:23][C:20](=[O:21])[CH2:16][CH2:12]3)[CH2:8]2)=[CH:5][CH:6]=1.